From a dataset of Full USPTO retrosynthesis dataset with 1.9M reactions from patents (1976-2016). Predict the reactants needed to synthesize the given product. (1) Given the product [Cl:3][C:4]1[N:9]=[C:8]([OH:16])[C:7]([O:11][CH3:12])=[CH:6][N:5]=1, predict the reactants needed to synthesize it. The reactants are: [OH-].[Na+].[Cl:3][C:4]1[N:9]=[C:8](Cl)[C:7]([O:11][CH3:12])=[CH:6][N:5]=1.C1C[O:16]CC1.Cl. (2) Given the product [NH2:21][C:17]1[CH:16]=[C:15]([C:12]2[NH:11][C:10](=[O:24])[C:9]3=[C:8]([CH2:25][CH3:26])[N:7]=[C:6]([CH:1]4[CH2:5][CH2:4][CH2:3][CH2:2]4)[N:14]3[N:13]=2)[CH:20]=[CH:19][CH:18]=1, predict the reactants needed to synthesize it. The reactants are: [CH:1]1([C:6]2[N:14]3[C:9]([C:10](=[O:24])[NH:11][C:12]([C:15]4[CH:20]=[CH:19][CH:18]=[C:17]([N+:21]([O-])=O)[CH:16]=4)=[N:13]3)=[C:8]([CH2:25][CH3:26])[N:7]=2)[CH2:5][CH2:4][CH2:3][CH2:2]1.[H][H]. (3) Given the product [CH3:13][N:14]([CH3:15])[C:8](=[O:9])[C:7]1[CH:11]=[CH:12][C:4]([N+:1]([O-:3])=[O:2])=[CH:5][CH:6]=1, predict the reactants needed to synthesize it. The reactants are: [N+:1]([C:4]1[CH:12]=[CH:11][C:7]([C:8](O)=[O:9])=[CH:6][CH:5]=1)([O-:3])=[O:2].[CH3:13][N:14](C=O)[CH3:15].C1C=CC2N(O)N=NC=2C=1.CCN=C=NCCCN(C)C.Cl.CCN(C(C)C)C(C)C. (4) The reactants are: [N+:1]([C:4]1[CH:5]=[C:6]([S:10]([CH2:13][CH2:14][O:15][C:16](=[O:34])[CH2:17][CH2:18][CH2:19][NH:20][C:21](=[O:33])[CH2:22][O:23][C:24]2[CH:29]=[CH:28][CH:27]=[C:26]([CH:30]([CH3:32])[CH3:31])[CH:25]=2)(=[O:12])=[O:11])[CH:7]=[CH:8][CH:9]=1)([O-:3])=[O:2].[Cl:35][S:36](O)(=[O:38])=[O:37]. Given the product [N+:1]([C:4]1[CH:5]=[C:6]([S:10]([CH2:13][CH2:14][O:15][C:16](=[O:34])[CH2:17][CH2:18][CH2:19][NH:20][C:21](=[O:33])[CH2:22][O:23][C:24]2[CH:29]=[CH:28][C:27]([S:36]([Cl:35])(=[O:38])=[O:37])=[C:26]([CH:30]([CH3:32])[CH3:31])[CH:25]=2)(=[O:12])=[O:11])[CH:7]=[CH:8][CH:9]=1)([O-:3])=[O:2], predict the reactants needed to synthesize it. (5) Given the product [F:27][C:28]1[CH:33]=[C:32]([F:34])[CH:31]=[CH:30][C:29]=1[C:35]1[N:38]=[C:24]([CH:10]2[CH2:11][CH:12]([C:14]3[CH:15]=[CH:16][C:17]([C:20]([F:22])([F:23])[F:21])=[CH:18][CH:19]=3)[CH2:13][N:8]([C:6]([N:4]3[CH2:5][CH:2]([OH:1])[CH2:3]3)=[O:7])[CH2:9]2)[O:26][N:36]=1, predict the reactants needed to synthesize it. The reactants are: [OH:1][CH:2]1[CH2:5][N:4]([C:6]([N:8]2[CH2:13][CH:12]([C:14]3[CH:19]=[CH:18][C:17]([C:20]([F:23])([F:22])[F:21])=[CH:16][CH:15]=3)[CH2:11][CH:10]([C:24]([OH:26])=O)[CH2:9]2)=[O:7])[CH2:3]1.[F:27][C:28]1[CH:33]=[C:32]([F:34])[CH:31]=[CH:30][C:29]=1[C:35](=[NH:38])[NH:36]O. (6) Given the product [Br:13][C:14]1[C:15]([Cl:32])=[C:16]([CH:17]=[C:18]([Cl:20])[CH:19]=1)[O:21][C:22]1[C:27]([N+:28]([O-:30])=[O:29])=[C:26]([CH:25]=[CH:24][C:23]=1[Cl:31])[NH2:3], predict the reactants needed to synthesize it. The reactants are: [I-].C[N+:3](C)(C)N.CC(C)([O-])C.[K+].[Br:13][C:14]1[CH:19]=[C:18]([Cl:20])[CH:17]=[C:16]([O:21][C:22]2[C:27]([N+:28]([O-:30])=[O:29])=[CH:26][CH:25]=[CH:24][C:23]=2[Cl:31])[C:15]=1[Cl:32]. (7) Given the product [C:24]([O:27][C@@H:28]([CH3:32])[C:29]([N:6]1[CH2:7][C@H:3]([OH:2])[CH2:4][C@H:5]1[C:8](=[O:9])[NH:10][CH2:11][C:12]1[CH:13]=[CH:14][C:15]([C:18]2[S:22][CH:21]=[N:20][C:19]=2[CH3:23])=[CH:16][CH:17]=1)=[O:30])(=[O:26])[CH3:25].[C:24]([N:6]1[CH2:7][C@H:3]([OH:2])[CH2:4][C@H:5]1[C:8]([NH:10][CH2:11][C:12]1[CH:13]=[CH:14][C:15]([C:18]2[S:22][CH:21]=[N:20][C:19]=2[CH3:23])=[CH:16][CH:17]=1)=[O:9])(=[O:26])[CH3:25], predict the reactants needed to synthesize it. The reactants are: Cl.[OH:2][C@H:3]1[CH2:7][NH:6][C@H:5]([C:8]([NH:10][CH2:11][C:12]2[CH:17]=[CH:16][C:15]([C:18]3[S:22][CH:21]=[N:20][C:19]=3[CH3:23])=[CH:14][CH:13]=2)=[O:9])[CH2:4]1.[C:24]([O:27][C@@H:28]([CH3:32])[C:29](O)=[O:30])(=[O:26])[CH3:25].CCN(C(C)C)C(C)C.CN(C(ON1N=NC2C=CC=NC1=2)=[N+](C)C)C.F[P-](F)(F)(F)(F)F. (8) Given the product [C:11]([NH:19][C:20]([NH:7][C:6]1[CH:8]=[C:2]([Br:1])[C:3]([F:10])=[CH:4][C:5]=1[F:9])=[S:21])(=[O:18])[C:12]1[CH:17]=[CH:16][CH:15]=[CH:14][CH:13]=1, predict the reactants needed to synthesize it. The reactants are: [Br:1][C:2]1[C:3]([F:10])=[CH:4][C:5]([F:9])=[C:6]([CH:8]=1)[NH2:7].[C:11]([N:19]=[C:20]=[S:21])(=[O:18])[C:12]1[CH:17]=[CH:16][CH:15]=[CH:14][CH:13]=1. (9) Given the product [Cl:1][C:2]1[CH:3]=[CH:4][C:5]([C:8]2[CH:9]=[CH:10][C:11]([CH2:21][CH3:22])=[C:12]([C:14](=[O:20])[C:15]([OH:17])=[O:16])[CH:13]=2)=[CH:6][CH:7]=1, predict the reactants needed to synthesize it. The reactants are: [Cl:1][C:2]1[CH:7]=[CH:6][C:5]([C:8]2[CH:9]=[CH:10][C:11]([CH2:21][CH3:22])=[C:12]([C:14](=[O:20])[C:15]([O:17]CC)=[O:16])[CH:13]=2)=[CH:4][CH:3]=1.CO.[OH-].[K+].CCCCCC.